From a dataset of Peptide-MHC class II binding affinity with 134,281 pairs from IEDB. Regression. Given a peptide amino acid sequence and an MHC pseudo amino acid sequence, predict their binding affinity value. This is MHC class II binding data. (1) The peptide sequence is ASKNFHLQKNTIGTG. The MHC is DRB4_0101 with pseudo-sequence DRB4_0103. The binding affinity (normalized) is 0.777. (2) The peptide sequence is YNYMEPYVSKNPRQA. The MHC is HLA-DQA10101-DQB10501 with pseudo-sequence HLA-DQA10101-DQB10501. The binding affinity (normalized) is 0.281. (3) The peptide sequence is EVLYLKPLAGVYRSGKKQLE. The MHC is DRB1_0102 with pseudo-sequence QEFFIASGAAVDAIMWLFLECYDLQRATYHAVFT. The binding affinity (normalized) is 0. (4) The peptide sequence is SADFPQFKPEEITGI. The MHC is HLA-DPA10103-DPB10401 with pseudo-sequence HLA-DPA10103-DPB10401. The binding affinity (normalized) is 0.204.